Dataset: Forward reaction prediction with 1.9M reactions from USPTO patents (1976-2016). Task: Predict the product of the given reaction. (1) Given the reactants S(=O)(=O)(O)O.[Cl:6][C:7]1[CH:8]=[CH:9][C:10]2[N:11]([C:13]([CH2:23][C:24]([OH:26])=[O:25])=[C:14]([C:16]3[CH:21]=[CH:20][C:19]([OH:22])=[CH:18][CH:17]=3)[N:15]=2)[CH:12]=1.[CH:27](OC)(OC)OC.C(=O)(O)[O-].[Na+], predict the reaction product. The product is: [Cl:6][C:7]1[CH:8]=[CH:9][C:10]2[N:11]([C:13]([CH2:23][C:24]([O:26][CH3:27])=[O:25])=[C:14]([C:16]3[CH:17]=[CH:18][C:19]([OH:22])=[CH:20][CH:21]=3)[N:15]=2)[CH:12]=1. (2) Given the reactants [CH3:1][CH:2]1[CH2:7][CH2:6][C:5](=[O:8])[CH2:4][CH:3]1[S:9]([C:12]1[CH:17]=[CH:16][CH:15]=[CH:14][CH:13]=1)(=[O:11])=[O:10].[CH2:18](O)[CH2:19][OH:20].C(=O)(O)[O-].[Na+], predict the reaction product. The product is: [CH2:18]1[CH2:19][O:20][C:5]2([CH2:6][CH2:7][CH:2]([CH3:1])[CH:3]([S:9]([C:12]3[CH:17]=[CH:16][CH:15]=[CH:14][CH:13]=3)(=[O:10])=[O:11])[CH2:4]2)[O:8]1. (3) The product is: [O:9]=[C:7]([CH2:6][C:3]1[CH:4]=[CH:5][S:1][CH:2]=1)[CH2:10][C:11]([O:12][CH2:13][CH3:15])=[O:18]. Given the reactants [S:1]1[CH:5]=[CH:4][C:3]([CH2:6][C:7]([OH:9])=O)=[CH:2]1.[CH3:10][C:11]1(C)[O:18]C(=O)[CH2:15][C:13](=O)[O:12]1.C1CCC(N=C=NC2CCCCC2)CC1, predict the reaction product.